Task: Regression. Given a peptide amino acid sequence and an MHC pseudo amino acid sequence, predict their binding affinity value. This is MHC class II binding data.. Dataset: Peptide-MHC class II binding affinity with 134,281 pairs from IEDB (1) The peptide sequence is RHIVGKPCPKPHRLN. The MHC is DRB1_0802 with pseudo-sequence DRB1_0802. The binding affinity (normalized) is 0. (2) The peptide sequence is GTGSLVITASMSGHI. The MHC is DRB1_1501 with pseudo-sequence DRB1_1501. The binding affinity (normalized) is 0.607. (3) The peptide sequence is AADHAAPEDKYEAFV. The MHC is DRB1_1501 with pseudo-sequence DRB1_1501. The binding affinity (normalized) is 0.0472. (4) The peptide sequence is KEPVASIITKLNSLN. The MHC is DRB1_0101 with pseudo-sequence DRB1_0101. The binding affinity (normalized) is 0.869.